The task is: Regression/Classification. Given a drug SMILES string, predict its absorption, distribution, metabolism, or excretion properties. Task type varies by dataset: regression for continuous measurements (e.g., permeability, clearance, half-life) or binary classification for categorical outcomes (e.g., BBB penetration, CYP inhibition). Dataset: cyp2c19_veith.. This data is from CYP2C19 inhibition data for predicting drug metabolism from PubChem BioAssay. (1) The drug is COC(=O)c1[nH]c2cc(OC)ccc2c1NC(=O)c1nonc1C. The result is 0 (non-inhibitor). (2) The compound is CCOc1ccc(NC(=O)c2ccc(Br)o2)c([N+](=O)[O-])c1. The result is 0 (non-inhibitor).